Dataset: Full USPTO retrosynthesis dataset with 1.9M reactions from patents (1976-2016). Task: Predict the reactants needed to synthesize the given product. (1) Given the product [Cl:44][C:45]1[C:53]([Cl:54])=[CH:52][CH:51]=[CH:50][C:46]=1[C:47]([N:10]1[CH2:11][CH2:12][C:6]2[C:5]([C:13]3[CH:18]=[CH:17][CH:16]=[CH:15][CH:14]=3)=[N:4][C:3]([N:2]([CH3:19])[CH3:1])=[N:8][C:7]=2[CH2:9]1)=[O:48], predict the reactants needed to synthesize it. The reactants are: [CH3:1][N:2]([CH3:19])[C:3]1[N:4]=[C:5]([C:13]2[CH:18]=[CH:17][CH:16]=[CH:15][CH:14]=2)[C:6]2[CH2:12][CH2:11][NH:10][CH2:9][C:7]=2[N:8]=1.CN(C(ON1N=NC2C=CC=NC1=2)=[N+](C)C)C.F[P-](F)(F)(F)(F)F.[Cl:44][C:45]1[C:53]([Cl:54])=[CH:52][CH:51]=[CH:50][C:46]=1[C:47](O)=[O:48]. (2) Given the product [CH3:68][C:69]1[CH:74]=[CH:73][CH:72]=[C:71]([NH:75][C:76]([NH:78][C@@H:79]2[N:90]=[C:89]([C:91]3[CH:96]=[CH:95][CH:94]=[CH:93][CH:92]=3)[C:88]3[C:83](=[CH:84][CH:85]=[CH:86][CH:87]=3)[N:82]([CH3:97])[C:80]2=[O:81])=[O:77])[CH:70]=1, predict the reactants needed to synthesize it. The reactants are: C1C=CC(CCNC([C@@H](NS(C2C=CC3C(=CC=CC=3)C=2)(=O)=O)CC(O)=O)=O)=CC=1.CC(C(CN1C(=O)[C@H](NC(NC2C=C(NC)C=CC=2)=O)N=C(C2C=CC=CN=2)C2C=CC=CC1=2)=O)(C)C.[CH3:68][C:69]1[CH:74]=[CH:73][CH:72]=[C:71]([NH:75][C:76]([NH:78][C@@H:79]2[N:90]=[C:89]([C:91]3[CH:96]=[CH:95][CH:94]=[CH:93][CH:92]=3)[C:88]3[C:83](=[CH:84][CH:85]=[CH:86][CH:87]=3)[N:82]([CH2:97]C(C3C(C)=CC=CC=3)=O)[C:80]2=[O:81])=[O:77])[CH:70]=1.CN1C(=O)[C@@H](NC(C2NC3C(=CC=CC=3)C=2)=O)N=C(C2C=CC=CC=2)C2C1=CC=CC=2. (3) Given the product [N:48]1[CH:49]=[CH:50][CH:51]=[CH:52][C:47]=1[C:40]1([OH:39])[CH2:45][CH2:44][CH:43]([NH:36][C@H:33]2[CH2:34][CH2:35][N:31]([C:29]([CH:26]3[CH2:27][CH2:28][N:23]([C:19]4[CH:20]=[CH:21][CH:22]=[C:17]([C:16]([F:15])([F:37])[F:38])[CH:18]=4)[CH2:24][CH2:25]3)=[O:30])[CH2:32]2)[CH2:42][CH2:41]1, predict the reactants needed to synthesize it. The reactants are: FC(F)(F)C(O)=O.FC(F)(F)C(O)=O.[F:15][C:16]([F:38])([F:37])[C:17]1[CH:18]=[C:19]([N:23]2[CH2:28][CH2:27][CH:26]([C:29]([N:31]3[CH2:35][CH2:34][C@H:33]([NH2:36])[CH2:32]3)=[O:30])[CH2:25][CH2:24]2)[CH:20]=[CH:21][CH:22]=1.[OH:39][C:40]1([C:47]2[CH:52]=[CH:51][CH:50]=[CH:49][N:48]=2)[CH2:45][CH2:44][C:43](=O)[CH2:42][CH2:41]1.C(N(CC)CC)C.C(O[BH-](OC(=O)C)OC(=O)C)(=O)C.[Na+].